Predict the product of the given reaction. From a dataset of Forward reaction prediction with 1.9M reactions from USPTO patents (1976-2016). (1) Given the reactants Br[C:2]1[CH:3]=[CH:4][C:5]2[N:6]([CH:8]=[C:9]([C:11]3[CH:16]=[CH:15][C:14]([CH3:17])=[CH:13][CH:12]=3)[N:10]=2)[CH:7]=1.[OH:18][CH2:19][C:20]1[CH:21]=[C:22](B(O)O)[CH:23]=[CH:24][CH:25]=1.C1(C)C=CC=CC=1.C(=O)([O-])[O-].[Na+].[Na+], predict the reaction product. The product is: [C:14]1([CH3:17])[CH:15]=[CH:16][C:11]([C:9]2[N:10]=[C:5]3[CH:4]=[CH:3][C:2]([C:24]4[CH:25]=[C:20]([CH2:19][OH:18])[CH:21]=[CH:22][CH:23]=4)=[CH:7][N:6]3[CH:8]=2)=[CH:12][CH:13]=1. (2) Given the reactants [CH3:1][C:2]1[N:11]=[CH:10][C:9]2[CH2:8][CH2:7][CH2:6][C:5](=O)[C:4]=2[N:3]=1.[CH3:13][O:14]/[N:15]=[C:16](/[C:18]1[CH:23]=[CH:22][CH:21]=[C:20]([CH2:24][CH2:25][CH2:26][O:27][NH2:28])[N:19]=1)\[CH3:17], predict the reaction product. The product is: [CH3:13][O:14]/[N:15]=[C:16](/[C:18]1[N:19]=[C:20]([CH2:24][CH2:25][CH2:26][O:27][N:28]=[C:5]2[C:4]3[N:3]=[C:2]([CH3:1])[N:11]=[CH:10][C:9]=3[CH2:8][CH2:7][CH2:6]2)[CH:21]=[CH:22][CH:23]=1)\[CH3:17]. (3) Given the reactants [CH3:1][C:2]1[CH:3]=[C:4]([NH:16][C:17]2[C:26]3[C:21](=[CH:22][CH:23]=[CH:24][C:25]=3[O:27][C@H:28]([CH3:32])[C:29](O)=[O:30])[N:20]=[CH:19][N:18]=2)[CH:5]=[CH:6][C:7]=1[O:8][C:9]1[CH:10]=[N:11][C:12]([CH3:15])=[CH:13][CH:14]=1.[OH:33][CH2:34][CH2:35][CH2:36][NH:37][CH3:38], predict the reaction product. The product is: [OH:33][CH2:34][CH2:35][CH2:36][N:37]([CH3:38])[C:29](=[O:30])[C@H:28]([O:27][C:25]1[CH:24]=[CH:23][CH:22]=[C:21]2[C:26]=1[C:17]([NH:16][C:4]1[CH:5]=[CH:6][C:7]([O:8][C:9]3[CH:10]=[N:11][C:12]([CH3:15])=[CH:13][CH:14]=3)=[C:2]([CH3:1])[CH:3]=1)=[N:18][CH:19]=[N:20]2)[CH3:32]. (4) Given the reactants C(Cl)Cl.[CH:4]1[N:12]([C@@H:13]2[O:17][C@H:16]([CH2:18][OH:19])[C@@H:15]([OH:20])[C@H:14]2[OH:21])[C:11]2[C:6](=[C:7]([NH2:22])[N:8]=[CH:9][N:10]=2)[C:5]=1[C:23]#[N:24].[NH:25]([C:41]([O:43][C:44]([CH3:47])([CH3:46])[CH3:45])=[O:42])[C@H:26]([C:31]([O:33]N1C(=O)CCC1=O)=[O:32])[CH2:27][CH:28]([CH3:30])[CH3:29], predict the reaction product. The product is: [NH:25]([C:41]([O:43][C:44]([CH3:46])([CH3:45])[CH3:47])=[O:42])[C@H:26]([C:31]([OH:33])=[O:32])[CH2:27][CH:28]([CH3:30])[CH3:29].[CH:4]1[N:12]([C@@H:13]2[O:17][C@H:16]([CH2:18][OH:19])[C@@H:15]([OH:20])[C@H:14]2[OH:21])[C:11]2[C:6](=[C:7]([NH2:22])[N:8]=[CH:9][N:10]=2)[C:5]=1[C:23]#[N:24].